Task: Regression/Classification. Given a drug SMILES string, predict its toxicity properties. Task type varies by dataset: regression for continuous values (e.g., LD50, hERG inhibition percentage) or binary classification for toxic/non-toxic outcomes (e.g., AMES mutagenicity, cardiotoxicity, hepatotoxicity). Dataset: ld50_zhu.. Dataset: Acute oral toxicity (LD50) regression data from Zhu et al. (1) The molecule is FC(F)(F)c1nc2c(I)cc(Cl)cc2[nH]1. The rat oral LD50 is 4.16, given as -log10 of the dose in mol/kg body weight (higher means more acutely toxic). (2) The drug is CCN(C(C)=O)c1c(I)cc(I)c(OCCOC(C)C(=O)O)c1I. The rat oral LD50 is 2.62, given as -log10 of the dose in mol/kg body weight (higher means more acutely toxic). (3) The drug is Nc1ccc(F)c(F)c1. The rat oral LD50 is 2.58, given as -log10 of the dose in mol/kg body weight (higher means more acutely toxic). (4) The rat oral LD50 is 2.33, given as -log10 of the dose in mol/kg body weight (higher means more acutely toxic). The drug is Cc1cccc(C)c1NC(=O)c1cc(S(N)(=O)=O)c(Cl)cc1O.